This data is from Forward reaction prediction with 1.9M reactions from USPTO patents (1976-2016). The task is: Predict the product of the given reaction. (1) Given the reactants [CH3:1][O:2][C:3]1[CH:10]=[CH:9][C:6]([CH:7]=O)=[CH:5][C:4]=1[O:11][CH2:12][O:13][CH3:14].O1CCCC1.C(OP([CH2:28][C:29]([O:31][CH2:32][CH3:33])=[O:30])(OCC)=O)C.[H-].[Na+], predict the reaction product. The product is: [CH3:1][O:2][C:3]1[CH:10]=[CH:9][C:6](/[CH:7]=[CH:28]/[C:29]([O:31][CH2:32][CH3:33])=[O:30])=[CH:5][C:4]=1[O:11][CH2:12][O:13][CH3:14]. (2) The product is: [CH3:1][C:2]1[N:3]([S:13]([C:16]2[CH:17]=[CH:18][C:19]([CH3:20])=[CH:21][CH:22]=2)(=[O:14])=[O:15])[C:4]2[C:9]([C:10]=1[CH2:11][OH:12])=[CH:8][CH:7]=[CH:6][CH:5]=2. Given the reactants [CH3:1][C:2]1[N:3]([S:13]([C:16]2[CH:22]=[CH:21][C:19]([CH3:20])=[CH:18][CH:17]=2)(=[O:15])=[O:14])[C:4]2[C:9]([C:10]=1[CH:11]=[O:12])=[CH:8][CH:7]=[CH:6][CH:5]=2.[BH4-].[Na+], predict the reaction product. (3) Given the reactants [CH2:1]([O:8][C:9]1[CH:17]=[C:16]2[C:12]([CH:13]=[CH:14][NH:15]2)=[CH:11][C:10]=1[O:18][CH3:19])[C:2]1[CH:7]=[CH:6][CH:5]=[CH:4][CH:3]=1.[OH-].[K+].[I:22]I.[C:24]([O:28][C:29]([O:31]C(OC(C)(C)C)=O)=O)([CH3:27])([CH3:26])[CH3:25].S([O-])([O-])=O.[Na+].[Na+], predict the reaction product. The product is: [C:24]([O:28][C:29]([N:15]1[C:16]2[C:12](=[CH:11][C:10]([O:18][CH3:19])=[C:9]([O:8][CH2:1][C:2]3[CH:3]=[CH:4][CH:5]=[CH:6][CH:7]=3)[CH:17]=2)[C:13]([I:22])=[CH:14]1)=[O:31])([CH3:27])([CH3:26])[CH3:25]. (4) Given the reactants [Cl:1][C:2]1[CH:3]=[C:4]([N:8]2[N:12]=[N:11][C:10]([CH:13]([OH:22])C(C3C=CC=CC=3)O)=[N:9]2)[CH:5]=[CH:6][CH:7]=1.C(=O)([O-])[O-].[K+].[K+].C([O-])(=O)C.[Pb+4].C([O-])(=O)C.C([O-])(=O)C.C([O-])(=O)C, predict the reaction product. The product is: [Cl:1][C:2]1[CH:3]=[C:4]([N:8]2[N:12]=[N:11][C:10]([CH:13]=[O:22])=[N:9]2)[CH:5]=[CH:6][CH:7]=1. (5) Given the reactants CS(C)=O.[C:5](Cl)(=[O:9])[C:6](Cl)=O.OC[CH2:13][CH2:14][S:15][C:16]1[C:24]2[C:23](=[O:25])[N:22]([CH3:26])[C:21](=[O:27])[N:20]([CH2:28][CH:29]([CH3:31])[CH3:30])[C:19]=2[S:18][C:17]=1[CH2:32][C:33]1[C:42]2[C:37](=[CH:38][CH:39]=[CH:40][CH:41]=2)[CH:36]=[CH:35][CH:34]=1.C(N(CC)CC)C, predict the reaction product. The product is: [OH:9][CH:5]([CH3:6])[CH2:13][CH2:14][S:15][C:16]1[C:24]2[C:23](=[O:25])[N:22]([CH3:26])[C:21](=[O:27])[N:20]([CH2:28][CH:29]([CH3:31])[CH3:30])[C:19]=2[S:18][C:17]=1[CH2:32][C:33]1[C:42]2[C:37](=[CH:38][CH:39]=[CH:40][CH:41]=2)[CH:36]=[CH:35][CH:34]=1. (6) Given the reactants [CH:1]([NH:4][C:5]1[N:10]=[C:9]2[CH:11]=[N:12][CH:13]=[CH:14][C:8]2=[N:7][C:6]=1[N:15]1[CH2:20][CH2:19][N:18]([C:21]([O:23][C:24]([CH3:27])([CH3:26])[CH3:25])=[O:22])[CH2:17][CH2:16]1)([CH3:3])[CH3:2].[C:28](OC(=O)C)(=[O:30])[CH3:29], predict the reaction product. The product is: [C:28]([N:12]1[CH2:13][CH2:14][C:8]2[C:9](=[N:10][C:5]([NH:4][CH:1]([CH3:3])[CH3:2])=[C:6]([N:15]3[CH2:20][CH2:19][N:18]([C:21]([O:23][C:24]([CH3:25])([CH3:27])[CH3:26])=[O:22])[CH2:17][CH2:16]3)[N:7]=2)[CH2:11]1)(=[O:30])[CH3:29]. (7) Given the reactants [Cl:1][C:2]1[C:16]([F:17])=[CH:15][N:5]2[C:6](=[O:14])[NH:7][C:8](=[O:13])[C:9]([CH:10]3[CH2:12][CH2:11]3)=[C:4]2[C:3]=1[CH3:18].O1CCCC1.[H-].[Na+].[N+:26](C1C=C([N+]([O-])=O)C=CC=1NO)([O-])=O, predict the reaction product. The product is: [NH2:26][N:7]1[C:8](=[O:13])[C:9]([CH:10]2[CH2:12][CH2:11]2)=[C:4]2[C:3]([CH3:18])=[C:2]([Cl:1])[C:16]([F:17])=[CH:15][N:5]2[C:6]1=[O:14].